From a dataset of Drug-target binding data from BindingDB using IC50 measurements. Regression. Given a target protein amino acid sequence and a drug SMILES string, predict the binding affinity score between them. We predict pIC50 (pIC50 = -log10(IC50 in M); higher means more potent). Dataset: bindingdb_ic50. (1) The small molecule is Cc1ccc(NC(=O)c2cccc(C(F)(F)F)c2)cc1-c1cnc(N2CCOCC2)s1. The target protein sequence is MEHIQGAWKTISNGFGFKDAVFDGSSCISPTIVQQFGYQRRASDDGKLTDPSKTSNTIRVFLPNKQRTVVNVRNGMSLHDCLMKALKVRGLQPECCAVFRLLHEHKGKKARLDWNTDAASLIGEELQVDFLDHVPLTTHNFARKTFLKLAFCDICQKFLLNGFRCQTCGYKFHEHCSTKVPTMCVDWSNIRQLLLFPNSTIGDSGVPALPSLTMRRMRESVSRMPVSSQHRYSTPHAFTFNTSSPSSEGSLSQRQRSTSTPNVHMVSTTLPVDSRMIEDAIRSHSESASPSALSSSPNNLSPTGWSQPKTPVPAQRERAPVSGTQEKNKIRPRGQRDSSYYWEIEASEVMLSTRIGSGSFGTVYKGKWHGDVAVKILKVVDPTP. The pIC50 is 9.3. (2) The compound is Cc1cnc(-c2c(C#N)c3cccc(Cl)n3c2NCCc2ccccc2)s1. The target protein (O14786) has sequence MERGLPLLCAVLALVLAPAGAFRNDKCGDTIKIESPGYLTSPGYPHSYHPSEKCEWLIQAPDPYQRIMINFNPHFDLEDRDCKYDYVEVFDGENENGHFRGKFCGKIAPPPVVSSGPFLFIKFVSDYETHGAGFSIRYEIFKRGPECSQNYTTPSGVIKSPGFPEKYPNSLECTYIVFVPKMSEIILEFESFDLEPDSNPPGGMFCRYDRLEIWDGFPDVGPHIGRYCGQKTPGRIRSSSGILSMVFYTDSAIAKEGFSANYSVLQSSVSEDFKCMEALGMESGEIHSDQITASSQYSTNWSAERSRLNYPENGWTPGEDSYREWIQVDLGLLRFVTAVGTQGAISKETKKKYYVKTYKIDVSSNGEDWITIKEGNKPVLFQGNTNPTDVVVAVFPKPLITRFVRIKPATWETGISMRFEVYGCKITDYPCSGMLGMVSGLISDSQITSSNQGDRNWMPENIRLVTSRSGWALPPAPHSYINEWLQIDLGEEKIVRGIII.... The pIC50 is 4.7.